Predict which catalyst facilitates the given reaction. From a dataset of Catalyst prediction with 721,799 reactions and 888 catalyst types from USPTO. Reactant: [OH:1][CH:2]([C:5]1[CH:6]=[CH:7][C:8]2[N:12]=[CH:11][N:10]([C:13]3[S:17][C:16]([C:18]([O:20][CH3:21])=[O:19])=[C:15]([O:22][C@@H:23]([C:25]4[CH:30]=[CH:29][CH:28]=[CH:27][C:26]=4[C:31]([F:34])([F:33])[F:32])[CH3:24])[CH:14]=3)[C:9]=2[CH:35]=1)CO.C(Cl)Cl.O.CO.I([O-])(=O)(=O)=O.[Na+]. Product: [CH:2]([C:5]1[CH:6]=[CH:7][C:8]2[N:12]=[CH:11][N:10]([C:13]3[S:17][C:16]([C:18]([O:20][CH3:21])=[O:19])=[C:15]([O:22][C@@H:23]([C:25]4[CH:30]=[CH:29][CH:28]=[CH:27][C:26]=4[C:31]([F:32])([F:33])[F:34])[CH3:24])[CH:14]=3)[C:9]=2[CH:35]=1)=[O:1]. The catalyst class is: 238.